From a dataset of Forward reaction prediction with 1.9M reactions from USPTO patents (1976-2016). Predict the product of the given reaction. The product is: [Br:10][C:8]1[CH:7]=[CH:6][C:5]([S:11][C:12](=[O:16])[N:13]([CH3:14])[CH3:15])=[C:4]([CH:9]=1)[C:3]([OH:17])=[O:2]. Given the reactants C[O:2][C:3](=[O:17])[C:4]1[CH:9]=[C:8]([Br:10])[CH:7]=[CH:6][C:5]=1[S:11][C:12](=[O:16])[N:13]([CH3:15])[CH3:14].O.[OH-].[Li+], predict the reaction product.